This data is from Peptide-MHC class II binding affinity with 134,281 pairs from IEDB. The task is: Regression. Given a peptide amino acid sequence and an MHC pseudo amino acid sequence, predict their binding affinity value. This is MHC class II binding data. (1) The peptide sequence is PRGGPGRSYAADAGY. The MHC is DRB3_0101 with pseudo-sequence DRB3_0101. The binding affinity (normalized) is 0.511. (2) The peptide sequence is YSLIRLSHNSNQALS. The MHC is DRB1_0101 with pseudo-sequence DRB1_0101. The binding affinity (normalized) is 0.684. (3) The peptide sequence is CALFPNNLITSSRRE. The MHC is DRB1_0101 with pseudo-sequence DRB1_0101. The binding affinity (normalized) is 0.631.